Dataset: Experimentally validated miRNA-target interactions with 360,000+ pairs, plus equal number of negative samples. Task: Binary Classification. Given a miRNA mature sequence and a target amino acid sequence, predict their likelihood of interaction. (1) The miRNA is hsa-miR-4670-3p with sequence UGAAGUUACAUCAUGGUCGCUU. The protein sequence of the target gene is MEDEERQKKLEAGKAKLAQFRQRKAQSDGQSPSKKQKKKRKTSSSKHDVSAHHDLNIDQSQCNEMYINSSQRVESTVIPESTIMRTLHSGEITSHEQGFSVELESEISTTADDCSSEVNGCSFVMRTGKPTNLLREEEFGVDDSYSEQGAQDSPTHLEMMESELAGKQHEIEELNRELEEMRVTYGTEGLQQLQEFEAAIKQRDGIITQLTANLQQARREKDETMREFLELTEQSQKLQIQFQQLQASETLRNSTHSSTAADLLQAKQQILTHQQQLEEQDHLLEDYQKKKEDFTMQISF.... Result: 0 (no interaction). (2) The miRNA is mmu-miR-292a-3p with sequence AAAGUGCCGCCAGGUUUUGAGUGU. Result: 1 (interaction). The protein sequence of the target gene is MAQISNNSEFKQCSSSHPEPIRTKDVNKAEALQMEAEALAKLQKDRQMTDSPRGFELSSSTRQRTQGFNKQDYDLMVFPELDSQKRAVDIDVEKLTQAELEKILLDDNFETRKPPALPVTPVLSPSFSTQLYLRPSGQRGQWPPGLCGPSTYTLPSTYPSAYSKQATFQNGFSPRMPTFPSTESVYLRLPGQSPYFSYPLTPATPFHPQGSLPVYRPLVSPDMAKLFEKIASTSEFLKNGKARTDLEIANSKASVCNLQISPKSEDINKFDWLDLDPLSKPKVDYVEVLEHEEEKKDPVL.... (3) The miRNA is rno-miR-133a-3p with sequence UUUGGUCCCCUUCAACCAGCUG. Result: 1 (interaction). The protein sequence of the target gene is MANRGPSYGLSREVQQKIEKQYDPDLEQILIQWITTQCRKGVSQPQPGRENFQNWLKDGTVLCELINSLYPEGQAPVKKIQASTMAFKQMEQISQFLQAAERYGINTTDIFQTVDLWEGKNMACVQRTLMNLGGLAVARDDGLFSGDPNWFPKKSKENPRNFSDNQLQEGKNVIGLQMGTNRGASQAGMTGYGMPRQIL.